This data is from Forward reaction prediction with 1.9M reactions from USPTO patents (1976-2016). The task is: Predict the product of the given reaction. Given the reactants Cl.[NH2:2][CH:3]1[CH2:8][CH2:7][O:6][CH2:5][CH2:4]1.C([O-])(O)=O.[Na+].Cl[C:15]([O:17][C:18]([CH3:20])=[CH2:19])=[O:16], predict the reaction product. The product is: [O:6]1[CH2:7][CH2:8][CH:3]([NH:2][C:15](=[O:16])[O:17][C:18]([CH3:20])=[CH2:19])[CH2:4][CH2:5]1.